This data is from Forward reaction prediction with 1.9M reactions from USPTO patents (1976-2016). The task is: Predict the product of the given reaction. (1) Given the reactants [NH:1]1[CH2:5][CH2:4][CH2:3][C@H:2]1[CH2:6][N:7]1[CH2:11][CH2:10][CH2:9][CH2:8]1.CN1CCOCC1.[Br:19][C:20]1[CH:28]=[CH:27][C:23]([C:24](Cl)=[O:25])=[C:22]([F:29])[CH:21]=1, predict the reaction product. The product is: [Br:19][C:20]1[CH:28]=[CH:27][C:23]([C:24]([N:1]2[CH2:5][CH2:4][CH2:3][CH:2]2[CH2:6][N:7]2[CH2:11][CH2:10][CH2:9][CH2:8]2)=[O:25])=[C:22]([F:29])[CH:21]=1. (2) Given the reactants Cl.[OH:2][C:3]1[CH:4]=[C:5]([CH:8]=[CH:9][CH:10]=1)[CH2:6][NH2:7].[N:11]1[C:20]2[C:15](=[CH:16][C:17]([C:21](O)=[O:22])=[CH:18][CH:19]=2)[CH:14]=[CH:13][CH:12]=1.CCN=C=NCCCN(C)C.[Cl-].[NH4+], predict the reaction product. The product is: [OH:2][C:3]1[CH:4]=[C:5]([CH2:6][NH:7][C:21]([C:17]2[CH:16]=[C:15]3[C:20](=[CH:19][CH:18]=2)[N:11]=[CH:12][CH:13]=[CH:14]3)=[O:22])[CH:8]=[CH:9][CH:10]=1.